This data is from Forward reaction prediction with 1.9M reactions from USPTO patents (1976-2016). The task is: Predict the product of the given reaction. Given the reactants [CH3:1][N:2]([CH3:19])[C:3](=[O:18])[C@H:4]([O:6][C:7]1[CH:16]=[CH:15][CH:14]=[C:13]2[C:8]=1[C:9](=O)[NH:10][CH:11]=[N:12]2)[CH3:5].[F:20][C:21]1[CH:22]=[C:23]([CH:35]=[CH:36][CH:37]=1)[CH2:24][N:25]1[C:33]2[C:28](=[CH:29][C:30]([NH2:34])=[CH:31][CH:32]=2)[CH:27]=[CH:26]1, predict the reaction product. The product is: [F:20][C:21]1[CH:22]=[C:23]([CH:35]=[CH:36][CH:37]=1)[CH2:24][N:25]1[C:33]2[C:28](=[CH:29][C:30]([NH:34][C:9]3[C:8]4[C:13](=[CH:14][CH:15]=[CH:16][C:7]=4[O:6][C@H:4]([CH3:5])[C:3]([N:2]([CH3:19])[CH3:1])=[O:18])[N:12]=[CH:11][N:10]=3)=[CH:31][CH:32]=2)[CH:27]=[CH:26]1.